This data is from Peptide-MHC class I binding affinity with 185,985 pairs from IEDB/IMGT. The task is: Regression. Given a peptide amino acid sequence and an MHC pseudo amino acid sequence, predict their binding affinity value. This is MHC class I binding data. (1) The peptide sequence is KIILFLTLI. The MHC is HLA-A02:02 with pseudo-sequence HLA-A02:02. The binding affinity (normalized) is 0.610. (2) The peptide sequence is FSPEVIPMF. The MHC is HLA-A33:01 with pseudo-sequence HLA-A33:01. The binding affinity (normalized) is 0. (3) The peptide sequence is TVSERILPL. The MHC is HLA-A02:16 with pseudo-sequence HLA-A02:16. The binding affinity (normalized) is 0.391. (4) The peptide sequence is VIMWYNYLF. The MHC is HLA-A02:03 with pseudo-sequence HLA-A02:03. The binding affinity (normalized) is 0.0847.